Predict the reactants needed to synthesize the given product. From a dataset of Full USPTO retrosynthesis dataset with 1.9M reactions from patents (1976-2016). (1) The reactants are: [CH3:1][N:2]1[CH2:7][CH2:6][NH:5][CH2:4][CH2:3]1.C([O-])([O-])=O.[K+].[K+].[CH2:14](Br)[C:15]#[CH:16]. Given the product [CH3:1][N:2]1[CH2:7][CH2:6][N:5]([CH2:16][C:15]#[CH:14])[CH2:4][CH2:3]1, predict the reactants needed to synthesize it. (2) Given the product [Cl:24][C:25]1[CH:26]=[C:27]([C:2]2[C:3]([O:18][CH2:19][C:20]([F:23])([F:22])[F:21])=[N:4][CH:5]=[C:6]([CH:17]=2)[C:7]([NH:9][C@H:10]2[CH2:15][CH2:14][CH2:13][CH2:12][C@H:11]2[OH:16])=[O:8])[CH:28]=[CH:29][C:30]=1[Cl:31], predict the reactants needed to synthesize it. The reactants are: Br[C:2]1[C:3]([O:18][CH2:19][C:20]([F:23])([F:22])[F:21])=[N:4][CH:5]=[C:6]([CH:17]=1)[C:7]([NH:9][C@H:10]1[CH2:15][CH2:14][CH2:13][CH2:12][C@H:11]1[OH:16])=[O:8].[Cl:24][C:25]1[CH:26]=[C:27](B(O)O)[CH:28]=[CH:29][C:30]=1[Cl:31].C(=O)([O-])[O-].[Na+].[Na+]. (3) Given the product [NH:18]1[CH:17]=[CH:21][C:20]([C:2]2[S:3][C:4]([CH:7]=[O:8])=[CH:5][N:6]=2)=[N:19]1, predict the reactants needed to synthesize it. The reactants are: Br[C:2]1[S:3][C:4]([CH:7]=[O:8])=[CH:5][N:6]=1.CC1(C)C(C)(C)OB([C:17]2[CH:21]=[CH:20][N:19](C(OC(C)(C)C)=O)[N:18]=2)O1.C([O-])([O-])=O.[Na+].[Na+].CO.C(Cl)Cl. (4) Given the product [Cl:17][C:18]1[CH:19]=[C:20]([CH:25]=[CH:26][CH:27]=1)[C:21]([NH:23][N:24]=[C:14]([C:11]1[NH:12][CH:13]=[C:9]([C@@H:2]([OH:1])[C@H:3]([OH:8])[C@H:4]([OH:7])[CH2:5][OH:6])[N:10]=1)[CH3:15])=[O:22], predict the reactants needed to synthesize it. The reactants are: [OH:1][C@H:2]([C:9]1[N:10]=[C:11]([C:14](=O)[CH3:15])[NH:12][CH:13]=1)[C@H:3]([OH:8])[C@H:4]([OH:7])[CH2:5][OH:6].[Cl:17][C:18]1[CH:19]=[C:20]([CH:25]=[CH:26][CH:27]=1)[C:21]([NH:23][NH2:24])=[O:22]. (5) Given the product [F:1][C:2]1[CH:7]=[CH:6][C:5]([C:8]2[C:26](=[O:27])[N:25]([CH3:28])[C:11]3[N:12]([CH3:24])[C:13]4[C:18]([C:10]=3[CH:9]=2)=[CH:17][C:16]([C:19]2[CH:23]=[CH:22][N:21]([CH2:32][O:33][CH3:34])[N:20]=2)=[CH:15][CH:14]=4)=[CH:4][CH:3]=1, predict the reactants needed to synthesize it. The reactants are: [F:1][C:2]1[CH:7]=[CH:6][C:5]([C:8]2[C:26](=[O:27])[N:25]([CH3:28])[C:11]3[N:12]([CH3:24])[C:13]4[C:18]([C:10]=3[CH:9]=2)=[CH:17][C:16]([C:19]2[CH:23]=[CH:22][NH:21][N:20]=2)=[CH:15][CH:14]=4)=[CH:4][CH:3]=1.[H-].[Na+].C1OCCOC2C(=CC=CC=2)OCCOCCOC2[C:34](=CC=CC=2)[O:33][CH2:32]1.COCBr.C([O-])(O)=O.[Na+].